From a dataset of Full USPTO retrosynthesis dataset with 1.9M reactions from patents (1976-2016). Predict the reactants needed to synthesize the given product. Given the product [F:16][C:13]1[CH:14]=[CH:15][C:10]([N:9]2[C:8](=[O:17])[CH:7]=[CH:6][N:5]=[C:4]2[CH:2]([NH:19][CH3:18])[CH3:3])=[CH:11][CH:12]=1, predict the reactants needed to synthesize it. The reactants are: Br[CH:2]([C:4]1[N:9]([C:10]2[CH:15]=[CH:14][C:13]([F:16])=[CH:12][CH:11]=2)[C:8](=[O:17])[CH:7]=[CH:6][N:5]=1)[CH3:3].[CH3:18][NH2:19].